This data is from Reaction yield outcomes from USPTO patents with 853,638 reactions. The task is: Predict the reaction yield, written as a fraction of the theoretical maximum amount of product (1.0 means a 100% yield; for example, 0.34 means a 34% yield). (1) The reactants are [H-].[H-].[H-].[H-].[Li+].[Al+3].[CH2:7]=[C:8]1[CH2:13][CH2:12][C:11]([C:19](OCC)=[O:20])([C:14](OCC)=[O:15])[CH2:10][CH2:9]1. The catalyst is CCOCC. The product is [OH:15][CH2:14][C:11]1([CH2:19][OH:20])[CH2:12][CH2:13][C:8](=[CH2:7])[CH2:9][CH2:10]1. The yield is 0.921. (2) The reactants are [CH2:1]([N:3]([CH:11]1[CH2:16][CH2:15][CH:14]([C:17]2[C:25]3[C:20](=[CH:21][CH:22]=[C:23]([NH:26][C:27]([C:29]4[S:30][CH:31]=[CH:32][CH:33]=4)=[NH:28])[CH:24]=3)[NH:19][CH:18]=2)[CH2:13][CH2:12]1)C(=O)OC(C)(C)C)[CH3:2].Cl. No catalyst specified. The product is [CH2:1]([NH:3][CH:11]1[CH2:16][CH2:15][CH:14]([C:17]2[C:25]3[C:20](=[CH:21][CH:22]=[C:23]([NH:26][C:27]([C:29]4[S:30][CH:31]=[CH:32][CH:33]=4)=[NH:28])[CH:24]=3)[NH:19][CH:18]=2)[CH2:13][CH2:12]1)[CH3:2]. The yield is 0.940. (3) The reactants are [F:1][C:2]1[C:3]([NH:22][C:23]2[CH:28]=[CH:27][C:26]([I:29])=[CH:25][C:24]=2[F:30])=[C:4]([C:9]([N:11]2[CH2:14][C:13]([C:16]([CH3:21])([CH3:20])[C:17](O)=[O:18])([OH:15])[CH2:12]2)=[O:10])[CH:5]=[CH:6][C:7]=1[F:8].C(N(CC)CC)C.C1CN([P+](ON2N=NC3C=CC=CC2=3)(N2CCCC2)N2CCCC2)CC1.F[P-](F)(F)(F)(F)F.[BH4-].[Na+]. The catalyst is O1CCCC1. The product is [F:1][C:2]1[C:3]([NH:22][C:23]2[CH:28]=[CH:27][C:26]([I:29])=[CH:25][C:24]=2[F:30])=[C:4]([C:9]([N:11]2[CH2:12][C:13]([C:16]([CH3:21])([CH3:20])[CH2:17][OH:18])([OH:15])[CH2:14]2)=[O:10])[CH:5]=[CH:6][C:7]=1[F:8]. The yield is 0.820. (4) The reactants are [C:1]([N:4]1[C:12]2[C:7](=[CH:8][C:9]([C:13](=[O:21])[C:14]3[CH:19]=[CH:18][C:17]([Cl:20])=[CH:16][CH:15]=3)=[CH:10][CH:11]=2)[C:6](=O)[C:5]1=[O:23])(=[O:3])[CH3:2].C(O)(=O)CC(O)=[O:27].O. The catalyst is CC(O)=O.CC([O-])=O.[Na+]. The product is [Cl:20][C:17]1[CH:16]=[CH:15][C:14]([C:13]([C:9]2[CH:8]=[C:7]3[C:12](=[CH:11][CH:10]=2)[NH:4][C:1](=[O:3])[CH:2]=[C:6]3[C:5]([OH:23])=[O:27])=[O:21])=[CH:19][CH:18]=1. The yield is 0.950. (5) The reactants are [CH3:1][O:2][C:3](=[O:21])[CH:4]([NH:13][C:14]([O:16][C:17]([CH3:20])([CH3:19])[CH3:18])=[O:15])[CH2:5][C:6]1[CH:11]=[CH:10][C:9](I)=[CH:8][CH:7]=1.[CH:22]1[C:30]2[C:29]3[CH:31]=[CH:32][CH:33]=[CH:34][C:28]=3[O:27][C:26]=2[C:25]([C:35]2[CH:40]=[CH:39][C:38](B(O)O)=[CH:37][CH:36]=2)=[CH:24][CH:23]=1.C([O-])([O-])=O.[K+].[K+]. The catalyst is C1(C)C=CC=CC=1.C(O)C.C(OCC)(=O)C.C1C=CC([P]([Pd]([P](C2C=CC=CC=2)(C2C=CC=CC=2)C2C=CC=CC=2)([P](C2C=CC=CC=2)(C2C=CC=CC=2)C2C=CC=CC=2)[P](C2C=CC=CC=2)(C2C=CC=CC=2)C2C=CC=CC=2)(C2C=CC=CC=2)C2C=CC=CC=2)=CC=1. The product is [CH3:1][O:2][C:3](=[O:21])[CH:4]([NH:13][C:14]([O:16][C:17]([CH3:20])([CH3:19])[CH3:18])=[O:15])[CH2:5][C:6]1[CH:11]=[CH:10][C:9]([C:38]2[CH:39]=[CH:40][C:35]([C:25]3[C:26]4[O:27][C:28]5[CH:34]=[CH:33][CH:32]=[CH:31][C:29]=5[C:30]=4[CH:22]=[CH:23][CH:24]=3)=[CH:36][CH:37]=2)=[CH:8][CH:7]=1. The yield is 0.700. (6) The reactants are [Cl:1][C:2]1[CH:11]=[CH:10][C:9]2[C:4](=[CH:5][C:6](I)=[CH:7][CH:8]=2)[CH:3]=1.[CH2:13]([Sn](CCCC)(CCCC)CCCC)[CH:14]=[CH2:15].[F-].[K+]. The catalyst is C1C=CC([P]([Pd]([P](C2C=CC=CC=2)(C2C=CC=CC=2)C2C=CC=CC=2)([P](C2C=CC=CC=2)(C2C=CC=CC=2)C2C=CC=CC=2)[P](C2C=CC=CC=2)(C2C=CC=CC=2)C2C=CC=CC=2)(C2C=CC=CC=2)C2C=CC=CC=2)=CC=1. The product is [CH2:15]([C:6]1[CH:7]=[CH:8][C:9]2[C:4](=[CH:3][C:2]([Cl:1])=[CH:11][CH:10]=2)[CH:5]=1)[CH:14]=[CH2:13]. The yield is 0.800. (7) The product is [C:8]([C:7]([C:4]1[CH:3]=[C:2]([NH:1][C:21](=[O:29])[O:22][C:23]2[CH:28]=[CH:27][CH:26]=[CH:25][CH:24]=2)[O:6][N:5]=1)([CH3:11])[CH3:10])#[N:9]. The yield is 0.400. No catalyst specified. The reactants are [NH2:1][C:2]1[O:6][N:5]=[C:4]([C:7]([CH3:11])([CH3:10])[C:8]#[N:9])[CH:3]=1.C(C1C=C(N[C:21](=[O:29])[O:22][C:23]2[CH:28]=[CH:27][CH:26]=[CH:25][CH:24]=2)ON=1)(C)C.